From a dataset of Full USPTO retrosynthesis dataset with 1.9M reactions from patents (1976-2016). Predict the reactants needed to synthesize the given product. (1) Given the product [CH2:3]([O:10][C:11]([N:13]1[CH2:18][CH2:17][C:16]([O:20][CH3:26])([CH3:19])[CH:15]([F:21])[CH2:14]1)=[O:12])[C:4]1[CH:5]=[CH:6][CH:7]=[CH:8][CH:9]=1, predict the reactants needed to synthesize it. The reactants are: [H-].[Na+].[CH2:3]([O:10][C:11]([N:13]1[CH2:18][CH2:17][C:16]([OH:20])([CH3:19])[CH:15]([F:21])[CH2:14]1)=[O:12])[C:4]1[CH:9]=[CH:8][CH:7]=[CH:6][CH:5]=1.S(OC)(O[CH3:26])(=O)=O.C1OCCOCCOCCOCCOCCOC1. (2) Given the product [ClH:24].[NH2:7][CH2:8][C:9]([NH:10][CH:11]([C:18]1[CH:23]=[CH:22][C:21]([Cl:24])=[CH:20][CH:19]=1)[C:12]1[CH:17]=[CH:16][CH:15]=[CH:14][CH:13]=1)=[O:25], predict the reactants needed to synthesize it. The reactants are: C(OC(=O)[NH:7][CH2:8][C:9](=[O:25])[NH:10][CH:11]([C:18]1[CH:23]=[CH:22][C:21]([Cl:24])=[CH:20][CH:19]=1)[C:12]1[CH:17]=[CH:16][CH:15]=[CH:14][CH:13]=1)(C)(C)C.Cl.